Predict the reactants needed to synthesize the given product. From a dataset of Full USPTO retrosynthesis dataset with 1.9M reactions from patents (1976-2016). Given the product [Br:1][C:2]1[CH:3]=[C:4]([CH:8]=[CH:9][C:10]=1[CH3:11])[C:5]([O:7][CH3:12])=[O:6], predict the reactants needed to synthesize it. The reactants are: [Br:1][C:2]1[CH:3]=[C:4]([CH:8]=[CH:9][C:10]=1[CH3:11])[C:5]([OH:7])=[O:6].[C:12](Cl)(=O)C(Cl)=O.CN(C)C=O.